Dataset: Forward reaction prediction with 1.9M reactions from USPTO patents (1976-2016). Task: Predict the product of the given reaction. (1) Given the reactants [NH:1]1[CH:5]([C:6]([O:8][C:9]([CH3:12])([CH3:11])[CH3:10])=[O:7])[CH2:4][CH:3]=[N:2]1.C([BH3-])#N.[Na+].[CH:17]1[CH:22]=[CH:21][C:20]([CH2:23][O:24][C:25](Cl)=[O:26])=[CH:19][CH:18]=1, predict the reaction product. The product is: [N:2]1([C:25]([O:24][CH2:23][C:20]2[CH:21]=[CH:22][CH:17]=[CH:18][CH:19]=2)=[O:26])[CH2:3][CH2:4][CH:5]([C:6]([O:8][C:9]([CH3:12])([CH3:11])[CH3:10])=[O:7])[NH:1]1. (2) Given the reactants [CH3:1][N:2]([CH3:12])[C:3]1[CH:8]=[CH:7][C:6](B(O)O)=[CH:5][CH:4]=1.O.O.P([O-])([O-])([O-])=O.[K+].[K+].[K+].Br[C:24]1[N:29]=[C:28]2[N:30]([CH2:39][O:40][CH2:41][CH2:42][Si:43]([CH3:46])([CH3:45])[CH3:44])[N:31]=[C:32]([C:33]3[CH:38]=[CH:37][CH:36]=[CH:35][CH:34]=3)[C:27]2=[C:26]([C:47]([F:50])([F:49])[F:48])[CH:25]=1.COCCOC.O, predict the reaction product. The product is: [CH3:1][N:2]([CH3:12])[C:3]1[CH:8]=[CH:7][C:6]([C:24]2[N:29]=[C:28]3[N:30]([CH2:39][O:40][CH2:41][CH2:42][Si:43]([CH3:46])([CH3:44])[CH3:45])[N:31]=[C:32]([C:33]4[CH:34]=[CH:35][CH:36]=[CH:37][CH:38]=4)[C:27]3=[C:26]([C:47]([F:49])([F:48])[F:50])[CH:25]=2)=[CH:5][CH:4]=1. (3) Given the reactants [CH3:1][C:2]1[CH:3]=[C:4]([CH:49]=[CH:50][CH:51]=1)[CH2:5][N:6]1[CH:10]=[C:9]([C:11]2[C:19]3[C:14](=[N:15][CH:16]=[C:17]([C:20]4[CH:25]=[CH:24][C:23]([N:26]5[CH2:31][CH2:30][N:29](C(OC(C)(C)C)=O)[CH2:28][CH2:27]5)=[CH:22][CH:21]=4)[CH:18]=3)[N:13]([S:39]([C:42]3[CH:48]=[CH:47][C:45]([CH3:46])=[CH:44][CH:43]=3)(=[O:41])=[O:40])[CH:12]=2)[CH:8]=[N:7]1, predict the reaction product. The product is: [CH3:1][C:2]1[CH:3]=[C:4]([CH:49]=[CH:50][CH:51]=1)[CH2:5][N:6]1[CH:10]=[C:9]([C:11]2[C:19]3[C:14](=[N:15][CH:16]=[C:17]([C:20]4[CH:21]=[CH:22][C:23]([N:26]5[CH2:27][CH2:28][NH:29][CH2:30][CH2:31]5)=[CH:24][CH:25]=4)[CH:18]=3)[N:13]([S:39]([C:42]3[CH:48]=[CH:47][C:45]([CH3:46])=[CH:44][CH:43]=3)(=[O:41])=[O:40])[CH:12]=2)[CH:8]=[N:7]1. (4) Given the reactants C[O:2][C:3](=[O:30])[C@@H:4]([N:9]1[CH2:13][C:12]([O:14][C:15]2[CH:20]=[CH:19][C:18]([CH2:21][C@H:22]3[CH2:26][O:25][C:24]([CH3:28])([CH3:27])[O:23]3)=[CH:17][CH:16]=2)=[CH:11][C:10]1=[O:29])[CH2:5][CH:6]([CH3:8])[CH3:7].O.[OH-].[Li+], predict the reaction product. The product is: [CH3:28][C:24]1([CH3:27])[O:23][C@@H:22]([CH2:21][C:18]2[CH:19]=[CH:20][C:15]([O:14][C:12]3[CH2:13][N:9]([C@@H:4]([CH2:5][CH:6]([CH3:8])[CH3:7])[C:3]([OH:30])=[O:2])[C:10](=[O:29])[CH:11]=3)=[CH:16][CH:17]=2)[CH2:26][O:25]1. (5) Given the reactants [NH2:1][CH2:2][C@H:3]([NH:7][C:8]([O:10][C:11]([CH3:14])([CH3:13])[CH3:12])=[O:9])[C:4]([OH:6])=[O:5].ON1C(=O)CC[C:17]1=O.C(N=C=NC(C)C)(C)C.[Cl:32][C:33]1[S:37][C:36]([C:38]([OH:40])=O)=[CH:35][CH:34]=1.CCN(C(C)C)C(C)C.[Si](C=[N+]=[N-])(C)(C)C.Cl, predict the reaction product. The product is: [CH3:17][O:5][C:4](=[O:6])[C@@H:3]([NH:7][C:8]([O:10][C:11]([CH3:14])([CH3:13])[CH3:12])=[O:9])[CH2:2][NH:1][C:38]([C:36]1[S:37][C:33]([Cl:32])=[CH:34][CH:35]=1)=[O:40]. (6) Given the reactants [CH:1]1([N:7]([CH:18]2[CH2:23][CH2:22][CH2:21][CH2:20][CH2:19]2)[C:8]([NH:10][C:11]2[S:12][C:13]([CH:16]=O)=[CH:14][N:15]=2)=[O:9])[CH2:6][CH2:5][CH2:4][CH2:3][CH2:2]1.[C:24]([O:28][C:29]([N:31]1[CH2:36][CH2:35][NH:34][CH2:33][CH2:32]1)=[O:30])([CH3:27])([CH3:26])[CH3:25].C(O)(=O)C.C(O[BH-](OC(=O)C)OC(=O)C)(=O)C.[Na+], predict the reaction product. The product is: [C:24]([O:28][C:29]([N:31]1[CH2:36][CH2:35][N:34]([CH2:16][C:13]2[S:12][C:11]([NH:10][C:8]([N:7]([CH:18]3[CH2:23][CH2:22][CH2:21][CH2:20][CH2:19]3)[CH:1]3[CH2:6][CH2:5][CH2:4][CH2:3][CH2:2]3)=[O:9])=[N:15][CH:14]=2)[CH2:33][CH2:32]1)=[O:30])([CH3:27])([CH3:25])[CH3:26].